From a dataset of Catalyst prediction with 721,799 reactions and 888 catalyst types from USPTO. Predict which catalyst facilitates the given reaction. (1) Reactant: Br[C:2]1[S:3][C:4]2[CH:10]=[C:9]([O:11][CH3:12])[C:8]([CH3:13])=[CH:7][C:5]=2[N:6]=1.[C:14](ON=O)([CH3:17])(C)[CH3:15].[Br-].COC1C(C)=CC2N=C(N)SC=2C=1. Product: [CH:17]1([C:2]2[S:3][C:4]3[CH:10]=[C:9]([O:11][CH3:12])[C:8]([CH3:13])=[CH:7][C:5]=3[N:6]=2)[CH2:14][CH2:15]1. The catalyst class is: 10. (2) Reactant: [NH2:1][C:2]1[C:11]([NH:12][C:13]([CH:15]2[CH2:17][CH2:16]2)=O)=[C:10]([F:18])[C:9]([C:19]2[C:20]([CH3:25])=[N:21][O:22][C:23]=2[CH3:24])=[CH:8][C:3]=1[C:4]([O:6][CH3:7])=[O:5]. Product: [CH:15]1([C:13]2[NH:12][C:11]3[C:10]([F:18])=[C:9]([C:19]4[C:20]([CH3:25])=[N:21][O:22][C:23]=4[CH3:24])[CH:8]=[C:3]([C:4]([O:6][CH3:7])=[O:5])[C:2]=3[N:1]=2)[CH2:17][CH2:16]1. The catalyst class is: 15. (3) Reactant: [CH3:1][O:2][C:3]1[CH:4]=[C:5]([OH:12])[CH:6]=[CH:7][C:8]=1[N+:9]([O-:11])=[O:10].C(=O)([O-])[O-].[K+].[K+].Br[CH2:20][CH2:21][Cl:22]. Product: [Cl:22][CH2:21][CH2:20][O:12][C:5]1[CH:6]=[CH:7][C:8]([N+:9]([O-:11])=[O:10])=[C:3]([O:2][CH3:1])[CH:4]=1. The catalyst class is: 10. (4) Reactant: [H-].[Na+].[Br:3][C:4]1[CH:9]=[CH:8][C:7](/[C:10](=[N:16]\[OH:17])/[C:11]([O:13][CH2:14][CH3:15])=[O:12])=[CH:6][CH:5]=1.Cl[CH2:19][C:20]1[CH:39]=[CH:38][C:23]([O:24][CH2:25][C:26]2[N:27]=[C:28]([C:32]3[CH:37]=[CH:36][CH:35]=[CH:34][CH:33]=3)[O:29][C:30]=2[CH3:31])=[CH:22][CH:21]=1.Cl.C(=O)(O)[O-].[Na+]. Product: [Br:3][C:4]1[CH:9]=[CH:8][C:7](/[C:10](=[N:16]\[O:17][CH2:19][C:20]2[CH:21]=[CH:22][C:23]([O:24][CH2:25][C:26]3[N:27]=[C:28]([C:32]4[CH:37]=[CH:36][CH:35]=[CH:34][CH:33]=4)[O:29][C:30]=3[CH3:31])=[CH:38][CH:39]=2)/[C:11]([O:13][CH2:14][CH3:15])=[O:12])=[CH:6][CH:5]=1. The catalyst class is: 9.